This data is from Full USPTO retrosynthesis dataset with 1.9M reactions from patents (1976-2016). The task is: Predict the reactants needed to synthesize the given product. Given the product [CH2:1]([C:8]1[N:16]([CH2:40][CH2:39][NH:41][CH2:43][CH3:44])[C:15]2[C:14](=[O:17])[N:13]([CH2:18][CH2:19][CH3:20])[C:12](=[O:21])[N:11]([CH2:22][CH2:23][C:24]3[CH:29]=[CH:28][CH:27]=[CH:26][C:25]=3[N+:30]([O-:32])=[O:31])[C:10]=2[N:9]=1)[C:2]1[CH:7]=[CH:6][CH:5]=[CH:4][CH:3]=1, predict the reactants needed to synthesize it. The reactants are: [CH2:1]([C:8]1[NH:16][C:15]2[C:14](=[O:17])[N:13]([CH2:18][CH2:19][CH3:20])[C:12](=[O:21])[N:11]([CH2:22][CH2:23][C:24]3[CH:29]=[CH:28][CH:27]=[CH:26][C:25]=3[N+:30]([O-:32])=[O:31])[C:10]=2[N:9]=1)[C:2]1[CH:7]=[CH:6][CH:5]=[CH:4][CH:3]=1.C(=O)([O-])[O-].[Na+].[Na+].[CH2:39]([NH2:41])[CH3:40].Cl[CH2:43][CH2:44]Cl.